This data is from Forward reaction prediction with 1.9M reactions from USPTO patents (1976-2016). The task is: Predict the product of the given reaction. (1) The product is: [Cl:1][C:2]1[N:10]=[C:9]([N:11]2[C:15]3[CH:16]=[C:17]([C:20]#[N:21])[CH:18]=[CH:19][C:14]=3[N:13]=[CH:12]2)[N:8]=[C:7]2[C:3]=1[N:4]([CH3:31])[C:5](=[O:30])[N:6]2[C@H:22]1[CH2:23][CH2:24][C@H:25]([OH:28])[CH2:26][CH2:27]1. Given the reactants [Cl:1][C:2]1[N:10]=[C:9]([N:11]2[C:15]3[CH:16]=[C:17]([C:20]#[N:21])[CH:18]=[CH:19][C:14]=3[N:13]=[CH:12]2)[N:8]=[C:7]2[C:3]=1[N:4]([CH3:31])[C:5](=[O:30])[N:6]2[C@H:22]1[CH2:27][CH2:26][C@H:25]([O:28]C)[CH2:24][CH2:23]1.I[Si](C)(C)C, predict the reaction product. (2) The product is: [Cl:37][C:33]1[CH:34]=[CH:35][CH:36]=[C:31]([Cl:30])[C:32]=1[C:38]1[C:42]([CH2:43][O:44][C:45]2[N:50]=[C:49]([C:51]([F:53])([F:54])[F:52])[C:48]([N:55]([CH2:57][C:58]3[CH:59]=[CH:60][C:61]([C:62]([NH:74][CH2:73][CH2:72][N:71]([CH3:75])[CH3:70])=[O:64])=[CH:65][CH:66]=3)[CH3:56])=[CH:47][CH:46]=2)=[C:41]([CH:67]([CH3:68])[CH3:69])[O:40][N:39]=1. Given the reactants CN(C(ON1N=NC2C=CC=CC1=2)=[N+](C)C)C.[B-](F)(F)(F)F.C(N(CC)CC)C.[Cl:30][C:31]1[CH:36]=[CH:35][CH:34]=[C:33]([Cl:37])[C:32]=1[C:38]1[C:42]([CH2:43][O:44][C:45]2[N:50]=[C:49]([C:51]([F:54])([F:53])[F:52])[C:48]([N:55]([CH2:57][C:58]3[CH:66]=[CH:65][C:61]([C:62]([OH:64])=O)=[CH:60][CH:59]=3)[CH3:56])=[CH:47][CH:46]=2)=[C:41]([CH:67]([CH3:69])[CH3:68])[O:40][N:39]=1.[CH3:70][N:71]([CH3:75])[CH2:72][CH2:73][NH2:74], predict the reaction product. (3) Given the reactants [CH:1]1([C:4]2[N:8]=[C:7]([C:9]3C4CCCCC=4S[C:13]=3[NH:14]C(N3CCC[C@@H]3C(O)=O)=O)[O:6][N:5]=2)[CH2:3][CH2:2]1.[CH3:29][C:30]1([CH3:37])[CH2:35][CH2:34][CH2:33][C:32](=O)[CH2:31]1.C1(C2N=C(CC#N)ON=2)CC1, predict the reaction product. The product is: [CH:1]1([C:4]2[N:8]=[C:7]([C:9](=[C:32]3[CH2:33][CH2:34][CH2:35][C:30]([CH3:37])([CH3:29])[CH2:31]3)[C:13]#[N:14])[O:6][N:5]=2)[CH2:3][CH2:2]1. (4) Given the reactants [Cl:1][C:2]1[C:10]2[C:9](=[O:11])[NH:8][N:7]=[CH:6][C:5]=2[N:4](COCC[Si](C)(C)C)[C:3]=1[C:20]1[CH:25]=[CH:24][C:23]([O:26][CH:27]([F:29])[F:28])=[C:22]([O:30][CH2:31][CH:32]2[CH2:34][CH2:33]2)[CH:21]=1.ClC1C2C(=O)NN=CC=2N(COCC[Si](C)(C)C)C=1C1C=CC(OC(F)F)=C(OC2CC2)C=1.C(OC(C)C)(C)C.C1CCCCC1, predict the reaction product. The product is: [Cl:1][C:2]1[C:10]2[C:9](=[O:11])[NH:8][N:7]=[CH:6][C:5]=2[NH:4][C:3]=1[C:20]1[CH:25]=[CH:24][C:23]([O:26][CH:27]([F:29])[F:28])=[C:22]([O:30][CH2:31][CH:32]2[CH2:34][CH2:33]2)[CH:21]=1. (5) The product is: [C:16]([C:9]1[CH:10]=[CH:11][C:12]([O:15][CH2:20][CH2:21][CH2:22][CH2:23][O:24][C:25]2[CH:26]=[CH:27][C:28]([C:29]#[N:30])=[CH:31][CH:32]=2)=[C:13]([Cl:14])[C:8]=1[Cl:7])(=[O:18])[CH3:17]. Given the reactants C(=O)([O-])[O-].[K+].[K+].[Cl:7][C:8]1[C:13]([Cl:14])=[C:12]([OH:15])[CH:11]=[CH:10][C:9]=1[C:16](=[O:18])[CH3:17].Br[CH2:20][CH2:21][CH2:22][CH2:23][O:24][C:25]1[CH:32]=[CH:31][C:28]([C:29]#[N:30])=[CH:27][CH:26]=1, predict the reaction product. (6) Given the reactants Br[C:2]1[CH:7]=[C:6]([NH:8][C:9](=[O:18])[C:10]2[C:15]([Cl:16])=[CH:14][CH:13]=[CH:12][C:11]=2[Cl:17])[CH:5]=[CH:4][N:3]=1.[NH2:19][C:20]1[N:25]=[CH:24][CH:23]=[CH:22][N:21]=1.CC1(C)C2C(=C(P(C3C=CC=CC=3)C3C=CC=CC=3)C=CC=2)OC2C(P(C3C=CC=CC=3)C3C=CC=CC=3)=CC=CC1=2.C([O-])([O-])=O.[Cs+].[Cs+], predict the reaction product. The product is: [Cl:17][C:11]1[CH:12]=[CH:13][CH:14]=[C:15]([Cl:16])[C:10]=1[C:9]([NH:8][C:6]1[CH:5]=[CH:4][N:3]=[C:2]([NH:19][C:20]2[N:25]=[CH:24][CH:23]=[CH:22][N:21]=2)[CH:7]=1)=[O:18].